This data is from Forward reaction prediction with 1.9M reactions from USPTO patents (1976-2016). The task is: Predict the product of the given reaction. (1) Given the reactants [CH:1]([C@H:14]1[CH2:20][C@@H:19]2[C@@H:17]([O:18]2)[CH2:16][O:15]1)([C:8]1[CH:13]=[CH:12][CH:11]=[CH:10][CH:9]=1)[C:2]1[CH:7]=[CH:6][CH:5]=[CH:4][CH:3]=1.[CH3:21][O:22][C:23]1[CH:30]=[CH:29][C:26]([CH2:27][NH2:28])=[CH:25][CH:24]=1, predict the reaction product. The product is: [CH:1]([C@@H:14]1[O:15][CH2:16][C@@H:17]([OH:18])[C@@H:19]([NH:28][CH2:27][C:26]2[CH:29]=[CH:30][C:23]([O:22][CH3:21])=[CH:24][CH:25]=2)[CH2:20]1)([C:8]1[CH:13]=[CH:12][CH:11]=[CH:10][CH:9]=1)[C:2]1[CH:3]=[CH:4][CH:5]=[CH:6][CH:7]=1. (2) Given the reactants [CH3:1][O:2][C:3](=[O:23])[C:4]1[CH:9]=[C:8]([CH:10]=[CH2:11])[C:7]([C:12]([F:15])([F:14])[F:13])=[CH:6][C:5]=1[NH:16][C:17]([O:19][CH:20]([CH3:22])[CH3:21])=[O:18].[H][H], predict the reaction product. The product is: [CH3:1][O:2][C:3](=[O:23])[C:4]1[CH:9]=[C:8]([CH2:10][CH3:11])[C:7]([C:12]([F:15])([F:14])[F:13])=[CH:6][C:5]=1[NH:16][C:17]([O:19][CH:20]([CH3:22])[CH3:21])=[O:18]. (3) The product is: [CH3:7][C@H:4]1[C:3]2[C:8]([OH:10])=[N:19][CH:17]=[N:1][C:2]=2[CH2:6][CH2:5]1. Given the reactants [NH2:1][C:2]1[CH2:6][CH2:5][C@@H:4]([CH3:7])[C:3]=1[C:8]([O:10]CC)=O.C([O-])=O.[NH4+].[CH:17]([NH2:19])=O, predict the reaction product. (4) The product is: [CH3:1][C@@H:2]1[N:7]([S:33]([C:30]2[CH:29]=[CH:28][C:27]([O:26][C:25]([F:24])([F:37])[F:38])=[CH:32][CH:31]=2)(=[O:35])=[O:34])[CH2:6][CH2:5][N:4]([C:8]([O:10][C:11]([CH3:13])([CH3:12])[CH3:14])=[O:9])[CH2:3]1. Given the reactants [CH3:1][C@@H:2]1[NH:7][CH2:6][CH2:5][N:4]([C:8]([O:10][C:11]([CH3:14])([CH3:13])[CH3:12])=[O:9])[CH2:3]1.CCN(C(C)C)C(C)C.[F:24][C:25]([F:38])([F:37])[O:26][C:27]1[CH:32]=[CH:31][C:30]([S:33](Cl)(=[O:35])=[O:34])=[CH:29][CH:28]=1.Cl, predict the reaction product. (5) Given the reactants C(OCCC(=O)C[CH:13]1[CH:22]([S:23]([C:26]2[CH:31]=[CH:30][C:29]([Cl:32])=[CH:28][CH:27]=2)(=[O:25])=[O:24])[C:21]2[C:16](=[C:17]([F:34])[CH:18]=[CH:19][C:20]=2[F:33])[O:15][CH2:14]1)C1C=CC=CC=1.[CH2:36](O)[CH2:37][OH:38].[C:40]1([CH3:50])[C:41](S(O)(=O)=O)=[CH:42][CH:43]=[CH:44][CH:45]=1.O.[C:52]([O:55][CH2:56][CH3:57])(=[O:54])[CH3:53], predict the reaction product. The product is: [CH2:50]([O:38][CH2:37][CH2:36][C:14]1([CH2:53][CH:52]2[O:54][CH2:57][CH2:56][O:55]2)[CH2:13][CH:22]([S:23]([C:26]2[CH:27]=[CH:28][C:29]([Cl:32])=[CH:30][CH:31]=2)(=[O:25])=[O:24])[C:21]2[C:16](=[C:17]([F:34])[CH:18]=[CH:19][C:20]=2[F:33])[O:15]1)[C:40]1[CH:41]=[CH:42][CH:43]=[CH:44][CH:45]=1.